Predict the product of the given reaction. From a dataset of Forward reaction prediction with 1.9M reactions from USPTO patents (1976-2016). Given the reactants Br[C:2]1[N:26]=[C:5]2[CH:6]=[N:7][N:8]([CH2:10][C:11]3[O:15][N:14]=[C:13]([C:16]4[CH:21]=[CH:20][C:19]([O:22][CH2:23][CH2:24][CH3:25])=[CH:18][CH:17]=4)[CH:12]=3)[CH:9]=[C:4]2[N:3]=1.[O:27]1[CH:31]=[CH:30][CH:29]=[C:28]1B(O)O, predict the reaction product. The product is: [O:27]1[CH:31]=[CH:30][CH:29]=[C:28]1[C:2]1[N:26]=[C:5]2[CH:6]=[N:7][N:8]([CH2:10][C:11]3[O:15][N:14]=[C:13]([C:16]4[CH:21]=[CH:20][C:19]([O:22][CH2:23][CH2:24][CH3:25])=[CH:18][CH:17]=4)[CH:12]=3)[CH:9]=[C:4]2[N:3]=1.